Dataset: Catalyst prediction with 721,799 reactions and 888 catalyst types from USPTO. Task: Predict which catalyst facilitates the given reaction. (1) Reactant: [H-].[Na+].[Br:3][C:4]1[S:5][C:6]([C:10]2[NH:11][CH:12]=[CH:13][N:14]=2)=[C:7]([Br:9])[N:8]=1.[CH3:15][Si:16]([CH3:23])([CH3:22])[CH2:17][CH2:18][O:19][CH2:20]Cl. Product: [Br:3][C:4]1[S:5][C:6]([C:10]2[N:14]([CH2:20][O:19][CH2:18][CH2:17][Si:16]([CH3:23])([CH3:22])[CH3:15])[CH:13]=[CH:12][N:11]=2)=[C:7]([Br:9])[N:8]=1. The catalyst class is: 1. (2) Reactant: [NH2:1][C:2]1[CH:7]=[CH:6][C:5]([CH:8]2[N:12]([C:13]3[CH:18]=[CH:17][C:16]([C:19]([CH3:22])([CH3:21])[CH3:20])=[CH:15][CH:14]=3)[CH:11]([C:23]3[CH:28]=[CH:27][C:26]([C:29]4[N:30]=[C:31]([C@@H:34]5[CH2:38][CH2:37][CH2:36][N:35]5[C:39]([O:41][C:42]([CH3:45])([CH3:44])[CH3:43])=[O:40])[NH:32][CH:33]=4)=[CH:25][CH:24]=3)[CH2:10][CH2:9]2)=[CH:4][CH:3]=1.[C:46]([O:50][C:51]([N:53]1[CH2:57][CH2:56][CH2:55][C@H:54]1[C:58](O)=[O:59])=[O:52])([CH3:49])([CH3:48])[CH3:47].CN(C(ON1N=NC2C=CC=NC1=2)=[N+](C)C)C.F[P-](F)(F)(F)(F)F.CCN(C(C)C)C(C)C. Product: [C:42]([O:41][C:39]([N:35]1[CH2:36][CH2:37][CH2:38][C@H:34]1[C:31]1[NH:32][CH:33]=[C:29]([C:26]2[CH:27]=[CH:28][C:23]([CH:11]3[N:12]([C:13]4[CH:18]=[CH:17][C:16]([C:19]([CH3:21])([CH3:22])[CH3:20])=[CH:15][CH:14]=4)[CH:8]([C:5]4[CH:4]=[CH:3][C:2]([NH:1][C:58]([C@H:54]5[CH2:55][CH2:56][CH2:57][N:53]5[C:51]([O:50][C:46]([CH3:49])([CH3:48])[CH3:47])=[O:52])=[O:59])=[CH:7][CH:6]=4)[CH2:9][CH2:10]3)=[CH:24][CH:25]=2)[N:30]=1)=[O:40])([CH3:45])([CH3:44])[CH3:43]. The catalyst class is: 16. (3) Reactant: [OH:1][CH2:2][CH2:3][N:4]1[CH:13]=[CH:12][C:11]2[C:6](=[CH:7][CH:8]=[CH:9][C:10]=2[N+:14]([O-:16])=[O:15])[C:5]1=[O:17].C(N(CC)C(C)C)(C)C.[C:27](Cl)(=[O:29])[CH3:28]. Product: [C:27]([O:1][CH2:2][CH2:3][N:4]1[CH:13]=[CH:12][C:11]2[C:6](=[CH:7][CH:8]=[CH:9][C:10]=2[N+:14]([O-:16])=[O:15])[C:5]1=[O:17])(=[O:29])[CH3:28]. The catalyst class is: 120. (4) Reactant: [CH3:1][O:2][C:3](=[O:12])[CH:4](O)[C:5]1[CH:10]=[CH:9][CH:8]=[CH:7][CH:6]=1.C(=O)([O-])[O-:14].[K+].[K+].[CH2:19]([O:21][C:22](=[O:25])[CH2:23]Br)[CH3:20]. Product: [CH3:1][O:2][C:3](=[O:12])[CH2:4][C:5]1[CH:10]=[CH:9][C:8]([O:14][CH2:23][C:22]([O:21][CH2:19][CH3:20])=[O:25])=[CH:7][CH:6]=1. The catalyst class is: 21. (5) Reactant: [C:1]([O:4][CH2:5][CH2:6][O:7][C:8]1[CH:12]=[C:11]([NH:13][S:14]([C:17]2[CH:22]=[CH:21][C:20]([C:23]([CH3:26])([CH3:25])[CH3:24])=[CH:19][CH:18]=2)(=[O:16])=[O:15])[O:10][N:9]=1)(=[O:3])[CH3:2].[I:27]N1C(=O)CCC1=O. Product: [C:1]([O:4][CH2:5][CH2:6][O:7][C:8]1[C:12]([I:27])=[C:11]([NH:13][S:14]([C:17]2[CH:18]=[CH:19][C:20]([C:23]([CH3:26])([CH3:25])[CH3:24])=[CH:21][CH:22]=2)(=[O:15])=[O:16])[O:10][N:9]=1)(=[O:3])[CH3:2]. The catalyst class is: 7. (6) Reactant: C[O:2][C:3](=[O:32])[CH2:4][C:5]1[C:13]2[C:8](=[C:9]([Cl:14])[CH:10]=[CH:11][CH:12]=2)[NH:7][C:6]=1[C:15]1[CH:20]=[CH:19][C:18]([Cl:21])=[C:17]([S:22](=[O:31])(=[O:30])[NH:23][CH:24]2[CH2:29][CH2:28][CH2:27][CH2:26][CH2:25]2)[CH:16]=1.O.[OH-].[Li+].CCOC(C)=O. Product: [Cl:14][C:9]1[CH:10]=[CH:11][CH:12]=[C:13]2[C:8]=1[NH:7][C:6]([C:15]1[CH:20]=[CH:19][C:18]([Cl:21])=[C:17]([S:22](=[O:30])(=[O:31])[NH:23][CH:24]3[CH2:25][CH2:26][CH2:27][CH2:28][CH2:29]3)[CH:16]=1)=[C:5]2[CH2:4][C:3]([OH:32])=[O:2]. The catalyst class is: 24. (7) Reactant: C(OC(=O)[NH:7][C@H:8]1[CH2:13][CH2:12][C@H:11]([CH2:14][CH2:15][N:16]2[CH2:21][CH2:20][N:19]([C:22]3[C:27]([Cl:28])=[C:26]([Cl:29])[N:25]=[C:24]([NH:30][CH3:31])[N:23]=3)[CH2:18][CH2:17]2)[CH2:10][CH2:9]1)(C)(C)C.[ClH:33]. Product: [ClH:28].[ClH:33].[ClH:28].[NH2:7][C@H:8]1[CH2:13][CH2:12][C@H:11]([CH2:14][CH2:15][N:16]2[CH2:17][CH2:18][N:19]([C:22]3[C:27]([Cl:28])=[C:26]([Cl:29])[N:25]=[C:24]([NH:30][CH3:31])[N:23]=3)[CH2:20][CH2:21]2)[CH2:10][CH2:9]1. The catalyst class is: 413.